Dataset: Forward reaction prediction with 1.9M reactions from USPTO patents (1976-2016). Task: Predict the product of the given reaction. (1) Given the reactants [NH:1]1[C:9]2[C:4](=[CH:5][CH:6]=[C:7]([NH:10][C:11](=[O:25])[C:12]3[CH:17]=[CH:16][C:15](/[CH:18]=[CH:19]/[C:20]([F:23])([F:22])[F:21])=[CH:14][C:13]=3[CH3:24])[CH:8]=2)[CH2:3][CH2:2]1.C(N(CC)C(C)C)(C)C.[CH2:35]([O:42][CH2:43][C:44](Cl)=[O:45])[C:36]1[CH:41]=[CH:40][CH:39]=[CH:38][CH:37]=1, predict the reaction product. The product is: [CH2:35]([O:42][CH2:43][C:44]([N:1]1[C:9]2[C:4](=[CH:5][CH:6]=[C:7]([NH:10][C:11](=[O:25])[C:12]3[CH:17]=[CH:16][C:15](/[CH:18]=[CH:19]/[C:20]([F:21])([F:23])[F:22])=[CH:14][C:13]=3[CH3:24])[CH:8]=2)[CH2:3][CH2:2]1)=[O:45])[C:36]1[CH:41]=[CH:40][CH:39]=[CH:38][CH:37]=1. (2) Given the reactants [O:1]1[CH2:5]CCC1.[CH3:6][C:7]1[N:12]=[C:11]([C:13]([NH2:15])=O)[CH:10]=[C:9]([O:16][CH2:17][C:18]([F:21])([F:20])[F:19])[CH:8]=1.C(N1C=CN=C1)([N:24]1C=CN=C1)=O.N12CCCN=C1CCCCC2.[OH2:45], predict the reaction product. The product is: [CH3:6][C:7]1[N:12]=[C:11]([C:13]2[NH:24][O:45][C:5](=[O:1])[N:15]=2)[CH:10]=[C:9]([O:16][CH2:17][C:18]([F:21])([F:20])[F:19])[CH:8]=1. (3) Given the reactants CS(O[C:6]1([C:17]2[CH:22]=[CH:21][CH:20]=[CH:19][CH:18]=2)[CH2:9][N:8]([C:10]([O:12][C:13]([CH3:16])([CH3:15])[CH3:14])=[O:11])[CH2:7]1)(=O)=O.[N-:23]=[N+:24]=[N-:25].[Na+].C(Cl)Cl.O, predict the reaction product. The product is: [N:23]([C:6]1([C:17]2[CH:22]=[CH:21][CH:20]=[CH:19][CH:18]=2)[CH2:9][N:8]([C:10]([O:12][C:13]([CH3:16])([CH3:15])[CH3:14])=[O:11])[CH2:7]1)=[N+:24]=[N-:25]. (4) Given the reactants [CH3:1][S:2]([C:5]1[CH:10]=[CH:9][C:8]([C:11]([C:16]2[NH:27][C:19]3=[N:20][CH:21]=[C:22]([C:24]([OH:26])=[O:25])[CH:23]=[C:18]3[CH:17]=2)=[CH:12][CH:13]([CH3:15])[CH3:14])=[CH:7][CH:6]=1)(=[O:4])=[O:3].[H][H], predict the reaction product. The product is: [CH3:1][S:2]([C:5]1[CH:10]=[CH:9][C:8]([CH:11]([C:16]2[NH:27][C:19]3=[N:20][CH:21]=[C:22]([C:24]([OH:26])=[O:25])[CH:23]=[C:18]3[CH:17]=2)[CH2:12][CH:13]([CH3:15])[CH3:14])=[CH:7][CH:6]=1)(=[O:3])=[O:4]. (5) Given the reactants [CH2:1]([N:8]([CH2:19][C:20]1[CH:25]=[CH:24][CH:23]=[CH:22][CH:21]=1)[C:9]1[C:16]([CH3:17])=[CH:15][C:12]([CH:13]=[O:14])=[C:11]([CH3:18])[CH:10]=1)[C:2]1[CH:7]=[CH:6][CH:5]=[CH:4][CH:3]=1.[CH2:26](O)[CH2:27][OH:28].C1(C)C=CC(S(O)(=O)=O)=CC=1.S([O-])([O-])(=O)=O.[Mg+2], predict the reaction product. The product is: [CH2:19]([N:8]([CH2:1][C:2]1[CH:3]=[CH:4][CH:5]=[CH:6][CH:7]=1)[C:9]1[CH:10]=[C:11]([CH3:18])[C:12]([CH:13]2[O:28][CH2:27][CH2:26][O:14]2)=[CH:15][C:16]=1[CH3:17])[C:20]1[CH:21]=[CH:22][CH:23]=[CH:24][CH:25]=1. (6) The product is: [OH:17][C:18]1[CH:25]=[CH:24][C:23]([C:26]2[CH:27]=[CH:28][N:29]=[CH:30][CH:31]=2)=[CH:22][C:19]=1[CH2:20][NH:15][CH:12]1[CH2:11][CH2:10][CH:9]([N:8]([CH3:16])[C:1](=[O:2])[O:3][C:4]([CH3:7])([CH3:6])[CH3:5])[CH2:14][CH2:13]1. Given the reactants [C:1]([N:8]([CH3:16])[C@H:9]1[CH2:14][CH2:13][C@H:12]([NH2:15])[CH2:11][CH2:10]1)([O:3][C:4]([CH3:7])([CH3:6])[CH3:5])=[O:2].[OH:17][C:18]1[CH:25]=[CH:24][C:23]([C:26]2[CH:31]=[CH:30][N:29]=[CH:28][CH:27]=2)=[CH:22][C:19]=1[CH:20]=O, predict the reaction product. (7) Given the reactants P(Cl)(Cl)([Cl:3])=O.C(C1C=CSC=1C1SC(C2SC=CC=2CCCCCCCC)=CC=1)CCCCCCC.C([O-])(=O)C.[Na+].[CH:42]([C:44]1[S:48][C:47]([C:49]2[S:50][C:51]([C:54]3[S:55][CH:56]=[CH:57][C:58]=3[CH2:59][CH2:60][CH2:61][CH2:62][CH2:63][CH2:64][CH2:65][CH3:66])=[CH:52][CH:53]=2)=[C:46]([CH2:67][CH2:68][CH2:69][CH2:70][CH2:71][CH2:72][CH2:73][CH3:74])[CH:45]=1)=[O:43].[CH3:75][N:76]([CH3:79])[CH:77]=O, predict the reaction product. The product is: [CH3:75][N+:76]([CH3:79])=[CH:77][Cl:3].[Cl-:3].[CH:42]([C:44]1[S:48][C:47]([C:49]2[S:50][C:51]([C:54]3[S:55][CH:56]=[CH:57][C:58]=3[CH2:59][CH2:60][CH2:61][CH2:62][CH2:63][CH2:64][CH2:65][CH3:66])=[CH:52][CH:53]=2)=[C:46]([CH2:67][CH2:68][CH2:69][CH2:70][CH2:71][CH2:72][CH2:73][CH3:74])[CH:45]=1)=[O:43]. (8) Given the reactants Br[CH2:2][C:3]1[CH:10]=[CH:9][C:6]([C:7]#[N:8])=[CH:5][C:4]=1[F:11].[K].C1(=O)[NH:17]C(=O)C2=CC=CC=C12.NN, predict the reaction product. The product is: [NH2:17][CH2:2][C:3]1[CH:10]=[CH:9][C:6]([C:7]#[N:8])=[CH:5][C:4]=1[F:11]. (9) Given the reactants [F:1][CH:2]([F:41])[C:3]1[CH:12]=[C:11]2[C:6]([CH2:7][CH2:8][CH2:9][N:10]2[C:13]2[C:17]3[CH2:18][N:19]([C:22]([O:24][C:25]([CH3:28])([CH3:27])[CH3:26])=[O:23])[CH2:20][CH2:21][C:16]=3[N:15]([CH:29]3[CH2:34][CH2:33][NH:32][CH2:31][CH2:30]3)[N:14]=2)=[CH:5][C:4]=1[C:35]1[CH:36]=[N:37][N:38]([CH3:40])[CH:39]=1.C(N(CC)CC)C.[F:49][C:50]([F:61])([F:60])[CH2:51]OS(C(F)(F)F)(=O)=O.O, predict the reaction product. The product is: [F:41][CH:2]([F:1])[C:3]1[CH:12]=[C:11]2[C:6]([CH2:7][CH2:8][CH2:9][N:10]2[C:13]2[C:17]3[CH2:18][N:19]([C:22]([O:24][C:25]([CH3:28])([CH3:27])[CH3:26])=[O:23])[CH2:20][CH2:21][C:16]=3[N:15]([CH:29]3[CH2:30][CH2:31][N:32]([CH2:51][C:50]([F:61])([F:60])[F:49])[CH2:33][CH2:34]3)[N:14]=2)=[CH:5][C:4]=1[C:35]1[CH:36]=[N:37][N:38]([CH3:40])[CH:39]=1. (10) Given the reactants [Si:1]([O:18][CH2:19][C:20]1[N:25]=[C:24]2[C:26]([C:29]([O:31]CC)=O)=[N:27][O:28][C:23]2=[C:22]([Cl:34])[C:21]=1[N:35]1[CH2:40][C@H:39]([CH3:41])[O:38][C@H:37]([CH3:42])[CH2:36]1)([C:14]([CH3:17])([CH3:16])[CH3:15])([C:8]1[CH:13]=[CH:12][CH:11]=[CH:10][CH:9]=1)[C:2]1[CH:7]=[CH:6][CH:5]=[CH:4][CH:3]=1.[CH2:43]([NH2:45])[CH3:44], predict the reaction product. The product is: [Si:1]([O:18][CH2:19][C:20]1[N:25]=[C:24]2[C:26]([C:29]([NH:45][CH2:43][CH3:44])=[O:31])=[N:27][O:28][C:23]2=[C:22]([Cl:34])[C:21]=1[N:35]1[CH2:40][C@H:39]([CH3:41])[O:38][C@H:37]([CH3:42])[CH2:36]1)([C:14]([CH3:17])([CH3:16])[CH3:15])([C:8]1[CH:13]=[CH:12][CH:11]=[CH:10][CH:9]=1)[C:2]1[CH:3]=[CH:4][CH:5]=[CH:6][CH:7]=1.